Dataset: Reaction yield outcomes from USPTO patents with 853,638 reactions. Task: Predict the reaction yield, written as a fraction of the theoretical maximum amount of product (1.0 means a 100% yield; for example, 0.34 means a 34% yield). The reactants are [C:1]([O:5][C:6]([NH:8][CH2:9][CH:10](OS(C)(=O)=O)[CH2:11][NH:12][C:13](=[O:19])[O:14][C:15]([CH3:18])([CH3:17])[CH3:16])=[O:7])([CH3:4])([CH3:3])[CH3:2].[N-:25]=[N+:26]=[N-:27].[Na+]. The catalyst is CN(C=O)C.C(Cl)Cl. The product is [N:25]([CH:10]([CH2:11][NH:12][C:13]([O:14][C:15]([CH3:18])([CH3:17])[CH3:16])=[O:19])[CH2:9][NH:8][C:6](=[O:7])[O:5][C:1]([CH3:4])([CH3:3])[CH3:2])=[N+:26]=[N-:27]. The yield is 0.670.